From a dataset of Reaction yield outcomes from USPTO patents with 853,638 reactions. Predict the reaction yield, written as a fraction of the theoretical maximum amount of product (1.0 means a 100% yield; for example, 0.34 means a 34% yield). (1) The reactants are [CH2:1]([C:3]1[CH:4]=[C:5]2[C:10](=[CH:11][C:12]=1[O:13][C:14]1[CH:19]=[CH:18][N:17]=[C:16]([S:20][CH3:21])[N:15]=1)[O:9][CH:8]([C:22]([F:25])([F:24])[F:23])[C:7]([C:26]([O:28]CC)=[O:27])=[CH:6]2)[CH3:2].[OH-].[Li+].C(O)C. The catalyst is O1CCCC1.O. The product is [CH2:1]([C:3]1[CH:4]=[C:5]2[C:10](=[CH:11][C:12]=1[O:13][C:14]1[CH:19]=[CH:18][N:17]=[C:16]([S:20][CH3:21])[N:15]=1)[O:9][CH:8]([C:22]([F:25])([F:24])[F:23])[C:7]([C:26]([OH:28])=[O:27])=[CH:6]2)[CH3:2]. The yield is 0.530. (2) The reactants are [CH3:1][C:2]1[CH:35]=[C:34]([O:36][CH2:37][CH2:38][CH2:39][C:40]([F:43])([F:42])[F:41])[CH:33]=[CH:32][C:3]=1[CH2:4][CH2:5][C:6]1[CH:11]=[CH:10][CH:9]=[CH:8][C:7]=1[C:12]1[N:17]=[C:16]([N:18]2[C:22]([C:23]([F:26])([F:25])[F:24])=[C:21]([C:27]([O:29]CC)=[O:28])[CH:20]=[N:19]2)[CH:15]=[CH:14][CH:13]=1.[OH-].[Na+].Cl. The catalyst is CO. The product is [CH3:1][C:2]1[CH:35]=[C:34]([O:36][CH2:37][CH2:38][CH2:39][C:40]([F:43])([F:41])[F:42])[CH:33]=[CH:32][C:3]=1[CH2:4][CH2:5][C:6]1[CH:11]=[CH:10][CH:9]=[CH:8][C:7]=1[C:12]1[N:17]=[C:16]([N:18]2[C:22]([C:23]([F:26])([F:25])[F:24])=[C:21]([C:27]([OH:29])=[O:28])[CH:20]=[N:19]2)[CH:15]=[CH:14][CH:13]=1. The yield is 0.680. (3) The reactants are [Cl:1][C:2]1[CH:16]=[CH:15][C:5]([O:6][C:7]2[CH:14]=[CH:13][CH:12]=[CH:11][C:8]=2[CH2:9][NH2:10])=[CH:4][CH:3]=1.[CH:17]1([C:22]([N:24]2[CH2:29][CH2:28][C:27](=O)[CH2:26][CH2:25]2)=[O:23])[CH2:21][CH2:20][CH2:19][CH2:18]1.[BH-](OC(C)=O)(OC(C)=O)OC(C)=O.[Na+].C(O)(=O)C. The catalyst is ClCCCl. The product is [Cl:1][C:2]1[CH:16]=[CH:15][C:5]([O:6][C:7]2[CH:14]=[CH:13][CH:12]=[CH:11][C:8]=2[CH2:9][NH:10][CH:27]2[CH2:28][CH2:29][N:24]([C:22]([CH:17]3[CH2:21][CH2:20][CH2:19][CH2:18]3)=[O:23])[CH2:25][CH2:26]2)=[CH:4][CH:3]=1. The yield is 0.810. (4) The reactants are [OH:1][C:2]1[CH:11]=[C:10]2[C:5]([C:6]([CH2:13][C:14]([OH:16])=[O:15])=[CH:7][C:8](=[O:12])[O:9]2)=[CH:4][CH:3]=1.[C:17](OC(=O)C)(=[O:19])[CH3:18]. The catalyst is N1C=CC=CC=1. The product is [C:17]([O:1][C:2]1[CH:11]=[C:10]2[C:5]([C:6]([CH2:13][C:14]([OH:16])=[O:15])=[CH:7][C:8](=[O:12])[O:9]2)=[CH:4][CH:3]=1)(=[O:19])[CH3:18]. The yield is 0.300. (5) The reactants are [F:1][C:2]1[CH:7]=[C:6]([F:8])[CH:5]=[CH:4][C:3]=1[C:9]1[C:17]2[C:12](=[CH:13][C:14]([O:18][CH2:19][CH2:20][N:21]3[CH2:26][CH2:25][S:24](=[O:28])(=[O:27])[CH2:23][CH2:22]3)=[CH:15][CH:16]=2)[C:11](=[O:29])[C:10]=1C1C=CC(C)=CC=1.O1CCN(CCOC2C=C3C(C(C4C=CC=CC=4)=C(Br)C3=O)=CC=2)CC1.[CH3:63][O:64][C:65]1[N:70]=[CH:69][C:68](B(O)O)=[CH:67][CH:66]=1. No catalyst specified. The product is [F:1][C:2]1[CH:7]=[C:6]([F:8])[CH:5]=[CH:4][C:3]=1[C:9]1[C:17]2[C:12](=[CH:13][C:14]([O:18][CH2:19][CH2:20][N:21]3[CH2:26][CH2:25][S:24](=[O:28])(=[O:27])[CH2:23][CH2:22]3)=[CH:15][CH:16]=2)[C:11](=[O:29])[C:10]=1[C:68]1[CH:69]=[N:70][C:65]([O:64][CH3:63])=[CH:66][CH:67]=1. The yield is 0.670. (6) The reactants are [F:1][C:2]([F:41])([F:40])[C:3]1[CH:4]=[C:5]([CH:13]([C:35]2[N:36]=[N:37][NH:38][N:39]=2)[N:14]2[C:23]3[C:18](=[CH:19][CH:20]=[C:21]([C:24]([F:27])([F:26])[F:25])[CH:22]=3)[N:17]([C:28]([O:30][CH2:31][CH3:32])=[O:29])[CH:16]([CH2:33][CH3:34])[CH2:15]2)[CH:6]=[C:7]([C:9]([F:12])([F:11])[F:10])[CH:8]=1.C(C1CNC2C(=CC=CC=2)N1)C.CCN(C(C)C)C(C)C.Br[CH2:64][C:65]([NH2:67])=[O:66]. The catalyst is ClC(Cl)C. The product is [F:41][C:2]([F:1])([F:40])[C:3]1[CH:4]=[C:5]([CH:13]([C:35]2[N:36]=[N:37][N:38]([CH2:64][C:65]([NH2:67])=[O:66])[N:39]=2)[N:14]2[C:23]3[C:18](=[CH:19][CH:20]=[C:21]([C:24]([F:25])([F:26])[F:27])[CH:22]=3)[N:17]([C:28]([O:30][CH2:31][CH3:32])=[O:29])[CH:16]([CH2:33][CH3:34])[CH2:15]2)[CH:6]=[C:7]([C:9]([F:12])([F:11])[F:10])[CH:8]=1. The yield is 0.440.